This data is from Reaction yield outcomes from USPTO patents with 853,638 reactions. The task is: Predict the reaction yield, written as a fraction of the theoretical maximum amount of product (1.0 means a 100% yield; for example, 0.34 means a 34% yield). The reactants are [CH:1]([NH:4][CH:5]([CH3:7])C)([CH3:3])C.[Li][CH2:9][CH2:10][CH2:11][CH3:12].[NH:13]1[CH:17]=[C:16]([C:18]2[S:19][CH:20]=[CH:21][N:22]=2)[CH:15]=[N:14]1.C1C[O:26]CC1. The catalyst is C(C1C=CN=CC=1)(=O)C. The product is [NH:13]1[CH:17]=[C:16]([C:18]2[S:19][C:20]([C:11]([C:12]3[CH:3]=[CH:1][N:4]=[CH:5][CH:7]=3)([OH:26])[CH2:10][CH3:9])=[CH:21][N:22]=2)[CH:15]=[N:14]1. The yield is 0.350.